Dataset: NCI-60 drug combinations with 297,098 pairs across 59 cell lines. Task: Regression. Given two drug SMILES strings and cell line genomic features, predict the synergy score measuring deviation from expected non-interaction effect. Drug 1: CC12CCC(CC1=CCC3C2CCC4(C3CC=C4C5=CN=CC=C5)C)O. Drug 2: CNC(=O)C1=NC=CC(=C1)OC2=CC=C(C=C2)NC(=O)NC3=CC(=C(C=C3)Cl)C(F)(F)F. Cell line: SN12C. Synergy scores: CSS=16.4, Synergy_ZIP=-1.89, Synergy_Bliss=-0.339, Synergy_Loewe=-10.2, Synergy_HSA=-1.16.